From a dataset of Forward reaction prediction with 1.9M reactions from USPTO patents (1976-2016). Predict the product of the given reaction. Given the reactants [C:1]([C:3]1[CH:4]=[C:5]([NH:9][C:10](=[O:33])[NH:11][C:12]2[CH:17]=[CH:16][C:15]([S:18]([NH:21][CH2:22][C:23]3[CH:28]=[CH:27][C:26]([S:29](=[O:32])(=[O:31])[NH2:30])=[CH:25][CH:24]=3)(=[O:20])=[O:19])=[CH:14][CH:13]=2)[CH:6]=[CH:7][CH:8]=1)#[N:2].[CH2:34]([N:36]1[CH2:41][CH2:40][NH:39][CH2:38][CH2:37]1)[CH3:35], predict the reaction product. The product is: [CH2:34]([N:36]1[CH2:41][CH2:40][N:39]([C:1](=[NH:2])[C:3]2[CH:4]=[C:5]([NH:9][C:10](=[O:33])[NH:11][C:12]3[CH:17]=[CH:16][C:15]([S:18]([NH:21][CH2:22][C:23]4[CH:28]=[CH:27][C:26]([S:29](=[O:31])(=[O:32])[NH2:30])=[CH:25][CH:24]=4)(=[O:20])=[O:19])=[CH:14][CH:13]=3)[CH:6]=[CH:7][CH:8]=2)[CH2:38][CH2:37]1)[CH3:35].